Dataset: Forward reaction prediction with 1.9M reactions from USPTO patents (1976-2016). Task: Predict the product of the given reaction. (1) The product is: [O:38]1[CH2:41][CH:40]([NH:24][CH:21]2[CH2:20][CH2:19][CH:18]([O:17][C:8]3[C:7]4[C:6]5[C@@H:5]([CH2:4][C:1]([NH2:2])=[O:3])[CH2:16][CH2:15][C:14]=5[S:13][C:12]=4[N:11]=[CH:10][N:9]=3)[CH2:23][CH2:22]2)[CH2:39]1. Given the reactants [C:1]([CH2:4][C@H:5]1[CH2:16][CH2:15][C:14]2[S:13][C:12]3[N:11]=[CH:10][N:9]=[C:8]([O:17][CH:18]4[CH2:23][CH2:22][CH:21]([NH:24]C(=O)OC(C)(C)C)[CH2:20][CH2:19]4)[C:7]=3[C:6]1=2)(=[O:3])[NH2:2].Cl.C(=O)(O)[O-].[Na+].[O:38]1[CH2:41][C:40](=O)[CH2:39]1.[BH3-]C#N.[Na+], predict the reaction product. (2) Given the reactants Cl[C:2]1[CH:7]=[CH:6][N:5]=[C:4]2[CH:8]=[C:9]([C:11]([N:13]3[CH2:17][CH2:16][CH2:15][C@H:14]3[CH2:18][O:19][CH3:20])=[O:12])[S:10][C:3]=12.[CH:21]1([CH2:24][NH:25][C:26]([C:28]2[C:29]3[CH:37]=[CH:36][C:35]([OH:38])=[CH:34][C:30]=3[S:31][C:32]=2[CH3:33])=[O:27])[CH2:23][CH2:22]1.C([O-])([O-])=O.[Cs+].[Cs+], predict the reaction product. The product is: [CH:21]1([CH2:24][NH:25][C:26]([C:28]2[C:29]3[CH:37]=[CH:36][C:35]([O:38][C:2]4[CH:7]=[CH:6][N:5]=[C:4]5[CH:8]=[C:9]([C:11]([N:13]6[CH2:17][CH2:16][CH2:15][C@H:14]6[CH2:18][O:19][CH3:20])=[O:12])[S:10][C:3]=45)=[CH:34][C:30]=3[S:31][C:32]=2[CH3:33])=[O:27])[CH2:23][CH2:22]1. (3) The product is: [C:1]([C:4]1[CH:9]=[CH:8][C:7]([CH2:10][C:11]([O:13][CH2:14][CH3:15])=[O:12])=[C:6]([NH:16][C:37]([O:36][CH2:33][CH:34]=[CH2:35])=[O:38])[CH:5]=1)(=[O:3])[CH3:2].[CH2:33]([O:36][C:37]([NH:17][C:18]1[CH:23]=[C:22]([CH:24]([OH:26])[CH3:25])[CH:21]=[CH:20][C:19]=1[CH2:27][C:28]([O:30][CH2:31][CH3:32])=[O:29])=[O:38])[CH:34]=[CH2:35]. Given the reactants [C:1]([C:4]1[CH:9]=[CH:8][C:7]([CH2:10][C:11]([O:13][CH2:14][CH3:15])=[O:12])=[C:6]([NH2:16])[CH:5]=1)(=[O:3])[CH3:2].[NH2:17][C:18]1[CH:23]=[C:22]([CH:24]([OH:26])[CH3:25])[CH:21]=[CH:20][C:19]=1[CH2:27][C:28]([O:30][CH2:31][CH3:32])=[O:29].[CH2:33]([O:36][C:37](Cl)=[O:38])[CH:34]=[CH2:35].[Cl-].[NH4+], predict the reaction product. (4) Given the reactants [NH2:1][C@@H:2]([CH2:5][C@@H:6]([O:8][C:9]1[CH:14]=[CH:13][C:12]([Cl:15])=[CH:11][CH:10]=1)[CH3:7])[CH2:3][OH:4].[N:16]#[C:17]Br, predict the reaction product. The product is: [Cl:15][C:12]1[CH:11]=[CH:10][C:9]([O:8][C@@H:6]([CH3:7])[CH2:5][C@H:2]2[CH2:3][O:4][C:17]([NH2:16])=[N:1]2)=[CH:14][CH:13]=1. (5) Given the reactants C(OC(C1(S(C2C=CC(C3C=NC(CCC(F)(F)C(F)(F)F)=CN=3)=CC=2)(=O)=O)CCN(CC2C=CC=CC=2)CC1)=O)(C)(C)C.CCOC(C)=O.O1CCCCC1[O:57][NH:58][C:59]([C:61]1([S:71]([C:74]2[CH:79]=[CH:78][C:77]([C:80]3[CH:85]=[N:84][C:83]([CH2:86][CH2:87][C:88]([F:94])([F:93])[C:89]([F:92])([F:91])[F:90])=[CH:82][N:81]=3)=[CH:76][CH:75]=2)(=[O:73])=[O:72])[CH2:66][CH2:65][N:64]([CH2:67][CH2:68][O:69][CH3:70])[CH2:63][CH2:62]1)=[O:60].[ClH:95], predict the reaction product. The product is: [ClH:95].[ClH:95].[OH:57][NH:58][C:59]([C:61]1([S:71]([C:74]2[CH:75]=[CH:76][C:77]([C:80]3[CH:85]=[N:84][C:83]([CH2:86][CH2:87][C:88]([F:94])([F:93])[C:89]([F:92])([F:90])[F:91])=[CH:82][N:81]=3)=[CH:78][CH:79]=2)(=[O:72])=[O:73])[CH2:62][CH2:63][N:64]([CH2:67][CH2:68][O:69][CH3:70])[CH2:65][CH2:66]1)=[O:60]. (6) The product is: [NH2:26][C:14]1[CH:13]=[C:12]([C@@H:10]([OH:11])[CH2:9][N:8]([CH2:1][C:2]2[CH:3]=[CH:4][CH:5]=[CH:6][CH:7]=2)[CH:29]2[CH2:30][C:31]3[C:36](=[CH:35][C:34]([CH2:38][CH3:39])=[C:33]([CH2:40][CH3:41])[CH:32]=3)[CH2:37]2)[CH:17]=[CH:16][C:15]=1[O:18][CH2:19][C:20]1[CH:21]=[CH:22][CH:23]=[CH:24][CH:25]=1. Given the reactants [CH2:1]([N:8]([CH:29]1[CH2:37][C:36]2[C:31](=[CH:32][C:33]([CH2:40][CH3:41])=[C:34]([CH2:38][CH3:39])[CH:35]=2)[CH2:30]1)[CH2:9][C@@H:10]([C:12]1[CH:17]=[CH:16][C:15]([O:18][CH2:19][C:20]2[CH:25]=[CH:24][CH:23]=[CH:22][CH:21]=2)=[C:14]([N+:26]([O-])=O)[CH:13]=1)[OH:11])[C:2]1[CH:7]=[CH:6][CH:5]=[CH:4][CH:3]=1, predict the reaction product. (7) The product is: [CH:8]1([C:15]2[C:23]3[C:18](=[CH:19][CH:20]=[CH:21][C:22]=3[N+:24]([O-:26])=[O:25])[N:17]([CH2:27][C:28]3[CH:32]=[CH:31][N:30]([CH2:33][CH3:34])[N:29]=3)[N:16]=2)[CH2:10][CH2:9]1. Given the reactants O1CCOCC1.O.[CH:8]1(B(O)O)[CH2:10][CH2:9]1.Br[C:15]1[C:23]2[C:18](=[CH:19][CH:20]=[CH:21][C:22]=2[N+:24]([O-:26])=[O:25])[N:17]([CH2:27][C:28]2[CH:32]=[CH:31][N:30]([CH2:33][CH3:34])[N:29]=2)[N:16]=1, predict the reaction product. (8) The product is: [C:18]([O:17][C:15]([N:10]([CH3:34])[C:9]1[CH:11]=[C:5]([O:4][CH3:3])[CH:6]=[CH:7][C:8]=1[N+:12]([O-:14])=[O:13])=[O:16])([CH3:21])([CH3:20])[CH3:19]. Given the reactants [H-].[Na+].[CH3:3][O:4][C:5]1[CH:6]=[CH:7][C:8]([N+:12]([O-:14])=[O:13])=[C:9]([CH:11]=1)[NH2:10].[C:15](O[C:15]([O:17][C:18]([CH3:21])([CH3:20])[CH3:19])=[O:16])([O:17][C:18]([CH3:21])([CH3:20])[CH3:19])=[O:16].S(OC)(O[CH3:34])(=O)=O, predict the reaction product. (9) Given the reactants [Br:1][C:2]1[CH:3]=[C:4]2[C:11]3([C:15](=[O:16])[NH:14][C:13](=[S:17])[NH:12]3)[CH2:10][CH:9]([C:18]3[CH:23]=[CH:22][CH:21]=[CH:20][CH:19]=3)[O:8][C:5]2=[CH:6][CH:7]=1.[OH-].[Na+].CI, predict the reaction product. The product is: [CH2:9]([N:14]1[C:15](=[O:16])[C:11]2([C:4]3[C:5](=[CH:6][CH:7]=[C:2]([Br:1])[CH:3]=3)[O:8][CH:9]([C:18]3[CH:19]=[CH:20][CH:21]=[CH:22][CH:23]=3)[CH2:10]2)[N:12]=[C:13]1[S:17][CH2:11][C:4]1[CH:5]=[CH:6][CH:7]=[CH:2][CH:3]=1)[C:18]1[CH:23]=[CH:22][CH:21]=[CH:20][CH:19]=1. (10) Given the reactants Br[C:2]1[C:7]2=[N:8][C:9]([C:12]([NH:14][CH:15]([C:17]([OH:20])([CH3:19])[CH3:18])[CH3:16])=[O:13])=[CH:10][N:11]=[C:6]2[CH:5]=[N:4][CH:3]=1.[CH3:21][C:22]1[N:27]=[CH:26][C:25](B(O)O)=[CH:24][CH:23]=1.C(=O)([O-])[O-].[Cs+].[Cs+].O1CCOCC1, predict the reaction product. The product is: [OH:20][C:17]([CH3:19])([CH3:18])[CH:15]([NH:14][C:12]([C:9]1[N:8]=[C:7]2[C:2]([C:25]3[CH:26]=[N:27][C:22]([CH3:21])=[CH:23][CH:24]=3)=[CH:3][N:4]=[CH:5][C:6]2=[N:11][CH:10]=1)=[O:13])[CH3:16].